From a dataset of Forward reaction prediction with 1.9M reactions from USPTO patents (1976-2016). Predict the product of the given reaction. (1) Given the reactants C[O:2][C:3]([C:5]1[CH:26]=[CH:25][C:8]2[N:9]([CH:18]3[CH2:23][CH2:22][CH2:21][CH2:20][CH:19]3[CH3:24])[C:10]([CH2:12][C:13]3[O:14][CH:15]=[CH:16][CH:17]=3)=[N:11][C:7]=2[CH:6]=1)=[O:4].[OH-].[Na+].Cl, predict the reaction product. The product is: [O:14]1[CH:15]=[CH:16][CH:17]=[C:13]1[CH2:12][C:10]1[N:9]([CH:18]2[CH2:23][CH2:22][CH2:21][CH2:20][CH:19]2[CH3:24])[C:8]2[CH:25]=[CH:26][C:5]([C:3]([OH:4])=[O:2])=[CH:6][C:7]=2[N:11]=1. (2) Given the reactants C(N(CC)CC)C.CS([Cl:12])(=O)=O.[C:13]([O:17][C:18]([N:20]1[CH2:29][CH2:28][C:27]2[C:22](=[CH:23][CH:24]=[CH:25][C:26]=2[CH2:30]O)[CH2:21]1)=[O:19])([CH3:16])([CH3:15])[CH3:14], predict the reaction product. The product is: [C:13]([O:17][C:18]([N:20]1[CH2:29][CH2:28][C:27]2[C:22](=[CH:23][CH:24]=[CH:25][C:26]=2[CH2:30][Cl:12])[CH2:21]1)=[O:19])([CH3:16])([CH3:15])[CH3:14].